The task is: Predict the reactants needed to synthesize the given product.. This data is from Full USPTO retrosynthesis dataset with 1.9M reactions from patents (1976-2016). (1) Given the product [CH3:1][C:2]1[N:6]([CH2:7][CH:8]2[C:21](=[O:22])[C:12]3[C:13]4[CH:14]=[CH:15][CH:16]=[CH:17][C:18]=4[N:19]([CH3:20])[C:11]=3[CH2:10][CH2:9]2)[CH:5]=[CH:4][N:3]=1, predict the reactants needed to synthesize it. The reactants are: [CH3:1][C:2]1[N:6]([CH2:7][CH:8]2[C:21](=[O:22])[C:12]3[C:13]4[CH:14]=[CH:15][CH:16]=[CH:17][C:18]=4[N:19]([CH3:20])[C:11]=3[CH2:10][CH2:9]2)[CH:5]=[CH:4][N:3]=1.Cl. (2) Given the product [NH2:51][CH2:45][C@H:43]([OH:44])[CH2:42][O:41][C:2]([CH3:1])([CH3:40])[CH2:3][N:4]1[CH:8]=[CH:7][C:6]([NH:9][C:10]([CH:12]2[CH:16]([C:17]3[CH:22]=[CH:21][CH:20]=[C:19]([Cl:23])[C:18]=3[F:24])[C:15]([C:27]3[CH:32]=[CH:31][C:30]([Cl:33])=[CH:29][C:28]=3[F:34])([C:25]#[N:26])[CH:14]([CH2:35][C:36]([CH3:38])([CH3:39])[CH3:37])[NH:13]2)=[O:11])=[N:5]1, predict the reactants needed to synthesize it. The reactants are: [CH3:1][C:2]([O:41][CH2:42][C@@H:43]1[CH2:45][O:44]1)([CH3:40])[CH2:3][N:4]1[CH:8]=[CH:7][C:6]([NH:9][C:10]([CH:12]2[CH:16]([C:17]3[CH:22]=[CH:21][CH:20]=[C:19]([Cl:23])[C:18]=3[F:24])[C:15]([C:27]3[CH:32]=[CH:31][C:30]([Cl:33])=[CH:29][C:28]=3[F:34])([C:25]#[N:26])[CH:14]([CH2:35][C:36]([CH3:39])([CH3:38])[CH3:37])[NH:13]2)=[O:11])=[N:5]1.C(O)(C)C.[OH-].[NH4+:51]. (3) Given the product [C:3]([O:7][C:8](=[O:17])[NH:9][C:10]1([C:14]2[CH:15]=[CH:26][C:21]3[C:22](=[N:23][CH:24]=[C:19]([I:18])[CH:20]=3)[N:25]=2)[CH2:13][CH2:12][CH2:11]1)([CH3:6])([CH3:5])[CH3:4], predict the reactants needed to synthesize it. The reactants are: [OH-].[Na+].[C:3]([O:7][C:8](=[O:17])[NH:9][C:10]1([C:14](=O)[CH3:15])[CH2:13][CH2:12][CH2:11]1)([CH3:6])([CH3:5])[CH3:4].[I:18][C:19]1[CH:20]=[C:21]([CH:26]=O)[C:22]([NH2:25])=[N:23][CH:24]=1. (4) Given the product [N:18]1([C:2]([O:4][CH2:5][Cl:6])=[O:3])[CH2:19][CH2:20][CH2:21][C@H:17]1[C:16]([O:15][CH2:8][C:9]1[CH:14]=[CH:13][CH:12]=[CH:11][CH:10]=1)=[O:22], predict the reactants needed to synthesize it. The reactants are: Cl[C:2]([O:4][CH2:5][Cl:6])=[O:3].Cl.[CH2:8]([O:15][C:16](=[O:22])[C@@H:17]1[CH2:21][CH2:20][CH2:19][NH:18]1)[C:9]1[CH:14]=[CH:13][CH:12]=[CH:11][CH:10]=1.CCN(CC)CC. (5) Given the product [Cl:1][C:2]1[CH:10]=[C:9]2[C:5]([C:6]([CH2:21][CH2:22][C:23]([CH3:26])([CH3:25])[CH3:24])=[CH:7][N:8]2[C:11]2[S:12][CH:13]=[C:14]([C:16]([OH:18])=[O:17])[N:15]=2)=[CH:4][CH:3]=1, predict the reactants needed to synthesize it. The reactants are: [Cl:1][C:2]1[CH:10]=[C:9]2[C:5]([C:6]([CH2:21][CH2:22][C:23]([CH3:26])([CH3:25])[CH3:24])=[CH:7][N:8]2[C:11]2[S:12][CH:13]=[C:14]([C:16]([O:18]CC)=[O:17])[N:15]=2)=[CH:4][CH:3]=1.[OH-].[Na+]. (6) Given the product [C:1]([N:4]1[C:13]2[C:8](=[CH:9][C:10]([C:14]([NH:34][CH:31]([CH3:33])[CH3:32])=[O:15])=[CH:11][CH:12]=2)[C@H:7]([NH:17][C:18]2[CH:23]=[CH:22][C:21]([N:24]3[CH2:25][CH2:26][O:27][CH2:28][CH2:29]3)=[CH:20][CH:19]=2)[CH2:6][C@@H:5]1[CH3:30])(=[O:3])[CH3:2], predict the reactants needed to synthesize it. The reactants are: [C:1]([N:4]1[C:13]2[C:8](=[CH:9][C:10]([C:14](O)=[O:15])=[CH:11][CH:12]=2)[C@H:7]([NH:17][C:18]2[CH:23]=[CH:22][C:21]([N:24]3[CH2:29][CH2:28][O:27][CH2:26][CH2:25]3)=[CH:20][CH:19]=2)[CH2:6][C@@H:5]1[CH3:30])(=[O:3])[CH3:2].[CH:31]([NH2:34])([CH3:33])[CH3:32]. (7) Given the product [CH:33]1([CH2:32][NH:31][CH2:30][C:29]([NH:28][C@:23]2([C:21]([NH:20][S:19]([C:14]3[CH:15]=[CH:16][CH:17]=[CH:18][C:13]=3[NH:12][C:11]([CH2:10][CH2:9][CH2:8][CH2:7][CH2:6][CH2:5][CH2:4][C:3]([OH:49])=[O:2])=[O:48])(=[O:46])=[O:47])=[O:22])[CH2:25][C@H:24]2[CH:26]=[CH2:27])=[O:45])[CH2:34][CH2:35][CH2:36][CH2:37]1, predict the reactants needed to synthesize it. The reactants are: C[O:2][C:3](=[O:49])[CH2:4][CH2:5][CH2:6][CH2:7][CH2:8][CH2:9][CH2:10][C:11](=[O:48])[NH:12][C:13]1[CH:18]=[CH:17][CH:16]=[CH:15][C:14]=1[S:19](=[O:47])(=[O:46])[NH:20][C:21]([C@@:23]1([NH:28][C:29](=[O:45])[CH2:30][N:31](C(OC(C)(C)C)=O)[CH2:32][CH:33]2[CH2:37][CH2:36][CH2:35][CH2:34]2)[CH2:25][C@H:24]1[CH:26]=[CH2:27])=[O:22].C(O)(C(F)(F)F)=O.[Li+].[OH-]. (8) The reactants are: [CH2:1]=O.[CH3:3][C:4]1[C:8]([C:9]2[CH:10]=[C:11]([CH:13]=[CH:14][C:15]=2[O:16][CH3:17])[NH2:12])=[C:7]([CH3:18])[O:6][N:5]=1.[O-]S([O-])(=O)=O.[Mg+2].[O:25]=[C:26]1[N:30]([C@@H:31]([C:33]2[CH:34]=[C:35]([CH:38]=[CH:39][CH:40]=2)[C:36]#[N:37])[CH3:32])[CH:29]=[CH:28][O:27]1. Given the product [CH3:3][C:4]1[C:8]([C:9]2[C:15]([O:16][CH3:17])=[CH:14][C:13]3[CH:29]4[N:30]([C@@H:31]([C:33]5[CH:34]=[C:35]([CH:38]=[CH:39][CH:40]=5)[C:36]#[N:37])[CH3:32])[C:26](=[O:25])[O:27][CH:28]4[CH2:1][NH:12][C:11]=3[CH:10]=2)=[C:7]([CH3:18])[O:6][N:5]=1, predict the reactants needed to synthesize it.